Task: Predict the reactants needed to synthesize the given product.. Dataset: Full USPTO retrosynthesis dataset with 1.9M reactions from patents (1976-2016) (1) Given the product [Cl:15][C:16]1[CH:21]=[CH:20][C:19]([CH2:22][O:1][C:2]2[N:6]([C:7]3[CH:12]=[C:11]([C:13]#[N:14])[CH:10]=[CH:9][N:8]=3)[N:5]=[CH:4][CH:3]=2)=[C:18]([O:24][CH2:25][CH:26]2[CH2:28][CH2:27]2)[CH:17]=1, predict the reactants needed to synthesize it. The reactants are: [OH:1][C:2]1[N:6]([C:7]2[CH:12]=[C:11]([C:13]#[N:14])[CH:10]=[CH:9][N:8]=2)[N:5]=[CH:4][CH:3]=1.[Cl:15][C:16]1[CH:21]=[CH:20][C:19]([CH2:22]O)=[C:18]([O:24][CH2:25][CH:26]2[CH2:28][CH2:27]2)[CH:17]=1. (2) Given the product [F:13][C:2]([F:1])([F:12])[C@H:3]([C:5]1[CH:6]=[CH:7][C:8]([F:11])=[CH:9][CH:10]=1)[OH:4], predict the reactants needed to synthesize it. The reactants are: [F:1][C:2]([F:13])([F:12])[C:3]([C:5]1[CH:10]=[CH:9][C:8]([F:11])=[CH:7][CH:6]=1)=[O:4].ClCCl.[B]1OC2C(=CC=CC=2)O1. (3) Given the product [C:1]([O:5][C:6]([NH:8][C:9]1[C:17]([C:18]([OH:20])=[O:19])=[C:12]2[N:13]=[CH:14][CH:15]=[CH:16][N:11]2[N:10]=1)=[O:7])([CH3:4])([CH3:2])[CH3:3], predict the reactants needed to synthesize it. The reactants are: [C:1]([O:5][C:6]([N:8](C(OC(C)(C)C)=O)[C:9]1[C:17]([C:18]([O-:20])=[O:19])=[C:12]2[N:13]=[CH:14][CH:15]=[CH:16][N:11]2[N:10]=1)=[O:7])([CH3:4])([CH3:3])[CH3:2].[OH-].[Li+].C(O)(=O)CC(CC(O)=O)(C(O)=O)O. (4) Given the product [CH:1]1([CH:4]([CH3:10])[C:5]([O:7][CH3:8])=[O:6])[CH2:3][CH2:2]1, predict the reactants needed to synthesize it. The reactants are: [CH:1]1([CH2:4][C:5]([O:7][CH3:8])=[O:6])[CH2:3][CH2:2]1.[Li+].[CH3:10]C([N-]C(C)C)C. (5) Given the product [OH:33][C@@H:30]([CH2:31][OH:32])[CH2:29][O:1][C:2]1[C:7]([CH3:8])=[CH:6][C:5]([CH2:9][CH2:10][C:11]([C:13]2[S:14][C:15]([CH2:24][CH2:25][CH3:26])=[C:16]([C:18]3[CH:23]=[CH:22][CH:21]=[CH:20][CH:19]=3)[CH:17]=2)=[O:12])=[CH:4][C:3]=1[CH3:27], predict the reactants needed to synthesize it. The reactants are: [OH:1][C:2]1[C:7]([CH3:8])=[CH:6][C:5]([CH2:9][CH2:10][C:11]([C:13]2[S:14][C:15]([CH2:24][CH2:25][CH3:26])=[C:16]([C:18]3[CH:23]=[CH:22][CH:21]=[CH:20][CH:19]=3)[CH:17]=2)=[O:12])=[CH:4][C:3]=1[CH3:27].Cl[CH2:29][C@@H:30]([OH:33])[CH2:31][OH:32]. (6) Given the product [N+:1]([C:4]1[CH:12]=[CH:11][C:10]2[C:6](=[CH:7][N:8]([CH2:20][CH2:21][NH:22][C:23](=[O:29])[O:24][C:25]([CH3:28])([CH3:27])[CH3:26])[N:9]=2)[CH:5]=1)([O-:3])=[O:2], predict the reactants needed to synthesize it. The reactants are: [N+:1]([C:4]1[CH:5]=[C:6]2[C:10](=[CH:11][CH:12]=1)[NH:9][N:8]=[CH:7]2)([O-:3])=[O:2].C(=O)([O-])[O-].[Cs+].[Cs+].Br[CH2:20][CH2:21][NH:22][C:23](=[O:29])[O:24][C:25]([CH3:28])([CH3:27])[CH3:26].